Dataset: Catalyst prediction with 721,799 reactions and 888 catalyst types from USPTO. Task: Predict which catalyst facilitates the given reaction. (1) Reactant: C([Li])C[CH2:3][CH3:4].CCCCCC.F[C:13]1[CH:18]=[CH:17][C:16]([I:19])=[CH:15][N:14]=1.[Cl-].[NH4+:21]. Product: [I:19][C:16]1[CH:17]=[CH:18][C:13]([CH2:4][C:3]#[N:21])=[N:14][CH:15]=1. The catalyst class is: 841. (2) Reactant: [H-].[Al+3].[Li+].[H-].[H-].[H-].[C:7]1([C@@:13]2([C:25]#[N:26])[CH2:15][C@H:14]2[CH2:16][O:17][CH2:18][C:19]2[CH:24]=[CH:23][CH:22]=[CH:21][CH:20]=2)[CH:12]=[CH:11][CH:10]=[CH:9][CH:8]=1. Product: [C:7]1([C@@:13]2([CH2:25][NH2:26])[CH2:15][C@H:14]2[CH2:16][O:17][CH2:18][C:19]2[CH:24]=[CH:23][CH:22]=[CH:21][CH:20]=2)[CH:8]=[CH:9][CH:10]=[CH:11][CH:12]=1. The catalyst class is: 27.